The task is: Predict which catalyst facilitates the given reaction.. This data is from Catalyst prediction with 721,799 reactions and 888 catalyst types from USPTO. (1) Reactant: F[C:2]1[CH:20]=[CH:19][C:5]([C:6]([NH:8][C:9]2[CH:10]=[N:11][C:12]3[C:17]([CH:18]=2)=[CH:16][CH:15]=[CH:14][CH:13]=3)=[O:7])=[CH:4][CH:3]=1.[CH:21]12[CH2:29][CH:25]([CH2:26][CH2:27][CH2:28]1)[CH2:24][NH:23][CH2:22]2.C(N(CC)C(C)C)(C)C. Product: [CH:21]12[CH2:29][CH:25]([CH2:26][CH2:27][CH2:28]1)[CH2:24][N:23]([C:2]1[CH:20]=[CH:19][C:5]([C:6]([NH:8][C:9]3[CH:10]=[N:11][C:12]4[C:17]([CH:18]=3)=[CH:16][CH:15]=[CH:14][CH:13]=4)=[O:7])=[CH:4][CH:3]=1)[CH2:22]2. The catalyst class is: 16. (2) Reactant: [CH3:1][O:2][C:3](=[O:13])[C:4]1[CH:9]=[CH:8][C:7]([OH:10])=[C:6]([O:11][CH3:12])[CH:5]=1.[Na+].[I-].C([O-])([O-])=O.[K+].[K+].Br[CH2:23][CH:24]1[CH2:26][CH2:25]1. Product: [CH3:1][O:2][C:3](=[O:13])[C:4]1[CH:9]=[CH:8][C:7]([O:10][CH2:23][CH:24]2[CH2:26][CH2:25]2)=[C:6]([O:11][CH3:12])[CH:5]=1. The catalyst class is: 21.